From a dataset of Reaction yield outcomes from USPTO patents with 853,638 reactions. Predict the reaction yield, written as a fraction of the theoretical maximum amount of product (1.0 means a 100% yield; for example, 0.34 means a 34% yield). (1) The reactants are [ClH:1].[N:2]1([C:8]2[C:16]3[CH:15]=[C:14](C(O)=O)[S:13][C:12]=3[CH:11]=[CH:10][CH:9]=2)[CH2:7][CH2:6][NH:5][CH2:4][CH2:3]1.C1(OC2C=CC=CC=2)C=CC=CC=1. No catalyst specified. The product is [ClH:1].[S:13]1[CH:14]=[CH:15][C:16]2[C:8]([N:2]3[CH2:7][CH2:6][NH:5][CH2:4][CH2:3]3)=[CH:9][CH:10]=[CH:11][C:12]1=2. The yield is 0.550. (2) The reactants are [CH:1]1([C:4]([OH:6])=O)[CH2:3][CH2:2]1.Cl.C(N=C=NCCCN(C)C)C.[NH2:19][C@@H:20]1[CH2:24][CH2:23][N:22]([C:25]([C:27]2[CH:28]=[C:29]([CH:42]=[CH:43][C:44]=2[F:45])[CH2:30][C:31]2[C:40]3[C:35](=[CH:36][CH:37]=[CH:38][CH:39]=3)[C:34](=[O:41])[NH:33][N:32]=2)=[O:26])[CH2:21]1. The catalyst is CN(C)C1C=CN=CC=1.ClCCl. The product is [F:45][C:44]1[CH:43]=[CH:42][C:29]([CH2:30][C:31]2[C:40]3[C:35](=[CH:36][CH:37]=[CH:38][CH:39]=3)[C:34](=[O:41])[NH:33][N:32]=2)=[CH:28][C:27]=1[C:25]([N:22]1[CH2:23][CH2:24][C@@H:20]([NH:19][C:4]([CH:1]2[CH2:3][CH2:2]2)=[O:6])[CH2:21]1)=[O:26]. The yield is 0.680. (3) The product is [NH:21]1[C:22]2[C:18](=[CH:17][C:16]([NH:15][C:14]3[C:9]4[C:6]5[CH2:7][CH2:8][CH:3]([CH2:2][NH:1][C:27]([NH:26][CH:29]([CH3:31])[CH3:30])=[O:28])[CH2:4][C:5]=5[S:25][C:10]=4[N:11]=[CH:12][N:13]=3)=[CH:24][CH:23]=2)[CH:19]=[N:20]1. The catalyst is O1CCCC1. The reactants are [NH2:1][CH2:2][CH:3]1[CH2:8][CH2:7][C:6]2[C:9]3[C:14]([NH:15][C:16]4[CH:17]=[C:18]5[C:22](=[CH:23][CH:24]=4)[NH:21][N:20]=[CH:19]5)=[N:13][CH:12]=[N:11][C:10]=3[S:25][C:5]=2[CH2:4]1.[N:26]([CH:29]([CH3:31])[CH3:30])=[C:27]=[O:28]. The yield is 0.260. (4) The reactants are [CH3:1][C:2]1[C:6]([CH2:7][N:8]2[CH:12]=[C:11]([NH:13][C:14](=[O:25])[C:15]3[CH:20]=[C:19]([O:21][CH3:22])[C:18](O)=[C:17](O)[CH:16]=3)[CH:10]=[N:9]2)=[C:5]([CH3:26])[O:4][N:3]=1.[C:27](=[O:30])([O-])[O-:28].[Cs+].[Cs+].Br[CH:34](Br)C. No catalyst specified. The product is [CH3:1][C:2]1[C:6]([CH2:7][N:8]2[CH:12]=[C:11]([NH:13][C:14]([C:15]3[CH:20]=[C:19]([O:21][CH3:22])[C:18]4[O:28][CH:27]([CH3:34])[O:30][C:17]=4[CH:16]=3)=[O:25])[CH:10]=[N:9]2)=[C:5]([CH3:26])[O:4][N:3]=1. The yield is 0.250. (5) The reactants are Br[C:2]1[CH:3]=[C:4]2[CH2:10][C:9](=[O:11])[NH:8][C:5]2=[N:6][CH:7]=1.[F:12][C:13]1[CH:14]=[C:15](B(O)O)[CH:16]=[CH:17][CH:18]=1. No catalyst specified. The product is [F:12][C:13]1[CH:18]=[C:17]([C:2]2[CH:3]=[C:4]3[CH2:10][C:9](=[O:11])[NH:8][C:5]3=[N:6][CH:7]=2)[CH:16]=[CH:15][CH:14]=1. The yield is 0.320. (6) The reactants are Br[C:2]1[CH:12]=[CH:11][C:5]2[NH:6][S:7](=[O:10])(=[O:9])[CH2:8][C:4]=2[CH:3]=1.[B:13]1([B:13]2[O:17][C:16]([CH3:19])([CH3:18])[C:15]([CH3:21])([CH3:20])[O:14]2)[O:17][C:16]([CH3:19])([CH3:18])[C:15]([CH3:21])([CH3:20])[O:14]1.C([O-])(=O)C.[K+].C(Cl)Cl. The catalyst is C1C=CC(P(C2C=CC=CC=2)[C-]2C=CC=C2)=CC=1.C1C=CC(P(C2C=CC=CC=2)[C-]2C=CC=C2)=CC=1.Cl[Pd]Cl.[Fe+2].COCCOC. The product is [CH3:20][C:15]1([CH3:21])[C:16]([CH3:19])([CH3:18])[O:17][B:13]([C:2]2[CH:12]=[CH:11][C:5]3[NH:6][S:7](=[O:10])(=[O:9])[CH2:8][C:4]=3[CH:3]=2)[O:14]1. The yield is 0.750.